This data is from Peptide-MHC class II binding affinity with 134,281 pairs from IEDB. The task is: Regression. Given a peptide amino acid sequence and an MHC pseudo amino acid sequence, predict their binding affinity value. This is MHC class II binding data. (1) The peptide sequence is QDEKDYIDAYVSR. The MHC is HLA-DPA10201-DPB10101 with pseudo-sequence HLA-DPA10201-DPB10101. The binding affinity (normalized) is 0.309. (2) The peptide sequence is INKWQVVAPQLPADL. The MHC is DRB1_0405 with pseudo-sequence DRB1_0405. The binding affinity (normalized) is 0.209. (3) The peptide sequence is ASRENSGGGVEGIGL. The MHC is HLA-DQA10201-DQB10301 with pseudo-sequence HLA-DQA10201-DQB10301. The binding affinity (normalized) is 0.674. (4) The peptide sequence is HSLLRTQRLHKFLVC. The MHC is DRB1_1201 with pseudo-sequence DRB1_1201. The binding affinity (normalized) is 0.637. (5) The peptide sequence is LVGPTPVNIIGRNILTQIGC. The MHC is DRB1_1201 with pseudo-sequence DRB1_1201. The binding affinity (normalized) is 0.178. (6) The peptide sequence is AFKVAATDANAAPAN. The MHC is HLA-DPA10201-DPB11401 with pseudo-sequence HLA-DPA10201-DPB11401. The binding affinity (normalized) is 0.516.